Dataset: Reaction yield outcomes from USPTO patents with 853,638 reactions. Task: Predict the reaction yield, written as a fraction of the theoretical maximum amount of product (1.0 means a 100% yield; for example, 0.34 means a 34% yield). (1) The reactants are C([NH:5][S:6]([C:9]1[CH:10]=[N:11][N:12]2[C:17]([NH:18][C:19]3[CH:24]=[CH:23][C:22]([F:25])=[CH:21][C:20]=3[CH3:26])=[C:16]([C:27]([N:29]3[CH2:34][CH2:33][CH:32]([C:35]4[CH:40]=[CH:39][CH:38]=[CH:37][CH:36]=4)[CH2:31][CH2:30]3)=[O:28])[CH:15]=[N:14][C:13]=12)(=[O:8])=[O:7])(C)(C)C.C1(OC)C=CC=CC=1. The catalyst is FC(F)(F)C(O)=O. The product is [F:25][C:22]1[CH:23]=[CH:24][C:19]([NH:18][C:17]2[N:12]3[N:11]=[CH:10][C:9]([S:6]([NH2:5])(=[O:8])=[O:7])=[C:13]3[N:14]=[CH:15][C:16]=2[C:27]([N:29]2[CH2:34][CH2:33][CH:32]([C:35]3[CH:36]=[CH:37][CH:38]=[CH:39][CH:40]=3)[CH2:31][CH2:30]2)=[O:28])=[C:20]([CH3:26])[CH:21]=1. The yield is 0.560. (2) The reactants are [Cl:1][C:2]1[N:3]=[C:4](Cl)[C:5]2[CH2:10][CH2:9][CH:8]([C:11]3[CH:16]=[CH:15][C:14]([F:17])=[CH:13][CH:12]=3)[C:6]=2[N:7]=1.[CH2:19]([CH:21]1[CH2:25][CH2:24][CH2:23][NH:22]1)[CH3:20]. No catalyst specified. The product is [Cl:1][C:2]1[N:3]=[C:4]([N:22]2[CH2:23][CH2:24][CH2:25][CH:21]2[CH2:19][CH3:20])[C:5]2[CH2:10][CH2:9][CH:8]([C:11]3[CH:16]=[CH:15][C:14]([F:17])=[CH:13][CH:12]=3)[C:6]=2[N:7]=1. The yield is 0.320.